This data is from Forward reaction prediction with 1.9M reactions from USPTO patents (1976-2016). The task is: Predict the product of the given reaction. (1) Given the reactants [CH3:1][O:2][C:3](=[O:24])[CH2:4][C:5]1[CH:10]=[CH:9][CH:8]=[C:7]([O:11][C:12]2[CH:17]=[CH:16][C:15]([C:18]([F:21])([F:20])[F:19])=[CH:14][C:13]=2[CH:22]=O)[CH:6]=1.[NH2:25][C@H:26]1[C:34]2[C:29](=[CH:30][CH:31]=[CH:32][CH:33]=2)[CH2:28][CH2:27]1, predict the reaction product. The product is: [CH3:1][O:2][C:3](=[O:24])[CH2:4][C:5]1[CH:10]=[CH:9][CH:8]=[C:7]([O:11][C:12]2[CH:17]=[CH:16][C:15]([C:18]([F:20])([F:19])[F:21])=[CH:14][C:13]=2[CH2:22][NH:25][C@H:26]2[C:34]3[C:29](=[CH:30][CH:31]=[CH:32][CH:33]=3)[CH2:28][CH2:27]2)[CH:6]=1. (2) Given the reactants [Cl:1][C:2]1[C:10]([F:11])=[CH:9][CH:8]=[CH:7][C:3]=1[C:4]([OH:6])=O.[F:12][C:13]([F:29])([F:28])[C:14]1[N:19]=[CH:18][C:17]([C:20]2([CH2:26][NH2:27])[CH2:25][CH2:24][O:23][CH2:22][CH2:21]2)=[CH:16][N:15]=1, predict the reaction product. The product is: [Cl:1][C:2]1[C:10]([F:11])=[CH:9][CH:8]=[CH:7][C:3]=1[C:4]([NH:27][CH2:26][C:20]1([C:17]2[CH:18]=[N:19][C:14]([C:13]([F:29])([F:28])[F:12])=[N:15][CH:16]=2)[CH2:25][CH2:24][O:23][CH2:22][CH2:21]1)=[O:6]. (3) Given the reactants [CH3:1][O:2][C:3]1[CH:8]=[CH:7][C:6]([P:9](Cl)(Cl)=[O:10])=[CH:5][CH:4]=1.[CH2:13]1[CH2:17]OCC1.[CH:18]([Mg]Br)=[CH2:19], predict the reaction product. The product is: [CH3:1][O:2][C:3]1[CH:8]=[CH:7][C:6]([P:9](=[O:10])([CH:18]=[CH2:19])[CH:13]=[CH2:17])=[CH:5][CH:4]=1. (4) The product is: [N-:11]=[C:7]=[S:18].[C:1]([C:5]1[CH:10]=[CH:9][CH:8]=[CH:7][CH:6]=1)([CH3:4])([CH3:3])[CH3:2]. Given the reactants [C:1]([C:5]1[CH:6]=[C:7]([NH2:11])[CH:8]=[CH:9][CH:10]=1)([CH3:4])([CH3:3])[CH3:2].C(=O)(O)[O-].[Na+].C(Cl)(Cl)=[S:18], predict the reaction product. (5) Given the reactants [Cl:1][C:2]1[CH:7]=[CH:6][CH:5]=[CH:4][C:3]=1[C:8](=O)[CH2:9][C:10]1[CH:15]=[CH:14][N:13]=[CH:12][CH:11]=1.Cl.O([NH2:20])C.O.[OH-].[Na+], predict the reaction product. The product is: [Cl:1][C:2]1[CH:7]=[CH:6][CH:5]=[CH:4][C:3]=1[CH:8]([NH2:20])[CH2:9][C:10]1[CH:15]=[CH:14][N:13]=[CH:12][CH:11]=1. (6) Given the reactants [CH2:1]([C:4]1([C:14]2[CH:19]=[CH:18][CH:17]=[CH:16][CH:15]=2)[CH2:13][CH2:12][CH2:11][CH2:10][C:5]21[O:9][CH2:8][CH2:7][O:6]2)[CH:2]=C.I([O-])(=O)(=O)=[O:21].[Na+].CCOC(C)=O, predict the reaction product. The product is: [C:14]1([C:4]2([CH2:1][CH:2]=[O:21])[CH2:13][CH2:12][CH2:11][CH2:10][C:5]32[O:6][CH2:7][CH2:8][O:9]3)[CH:19]=[CH:18][CH:17]=[CH:16][CH:15]=1. (7) Given the reactants Cl.[CH2:2]([O:4][C:5]1[CH:6]=[C:7]([OH:14])[CH:8]=[CH:9][C:10]=1[O:11][CH2:12][CH3:13])[CH3:3].[C:15]([CH2:17][NH:18][S:19]([CH2:22][CH2:23][CH3:24])(=[O:21])=[O:20])#N.[N+](C1C=CC=CC=1)([O-])=[O:26], predict the reaction product. The product is: [CH2:2]([O:4][C:5]1[C:10]([O:11][CH2:12][CH3:13])=[CH:9][C:8]([C:15](=[O:26])[CH2:17][NH:18][S:19]([CH2:22][CH2:23][CH3:24])(=[O:21])=[O:20])=[C:7]([OH:14])[CH:6]=1)[CH3:3].